From a dataset of Full USPTO retrosynthesis dataset with 1.9M reactions from patents (1976-2016). Predict the reactants needed to synthesize the given product. Given the product [Cl:13][C:10]([C:6]1[CH:7]=[CH:8][CH:9]=[C:4]([C:1]([Cl:14])([CH3:3])[CH3:2])[CH:5]=1)([CH3:12])[CH3:11], predict the reactants needed to synthesize it. The reactants are: [C:1]([C:4]1[CH:9]=[CH:8][CH:7]=[C:6]([C:10]([CH3:12])=[CH2:11])[CH:5]=1)([CH3:3])=[CH2:2].[ClH:13].[Cl-:14].[Na+].O.